From a dataset of Full USPTO retrosynthesis dataset with 1.9M reactions from patents (1976-2016). Predict the reactants needed to synthesize the given product. (1) The reactants are: [Cl:1][C:2]1[N:3]=[C:4]([Cl:11])[C:5]2[CH:10]=[CH:9][NH:8][C:6]=2[N:7]=1.C([O-])([O-])=O.[K+].[K+].Br[CH2:19][CH:20]1[CH2:25][CH2:24][N:23]([C:26]([O:28][C:29]([CH3:32])([CH3:31])[CH3:30])=[O:27])[CH2:22][CH2:21]1. Given the product [Cl:1][C:2]1[N:3]=[C:4]([Cl:11])[C:5]2[CH:10]=[CH:9][N:8]([CH2:19][CH:20]3[CH2:25][CH2:24][N:23]([C:26]([O:28][C:29]([CH3:30])([CH3:32])[CH3:31])=[O:27])[CH2:22][CH2:21]3)[C:6]=2[N:7]=1, predict the reactants needed to synthesize it. (2) Given the product [C:3]([O:7][C:8](=[O:26])[N:9]([CH:23]1[CH2:25][CH2:24]1)[CH2:10][C:11]1[CH:12]=[CH:13][C:14]([C:17]#[CH:18])=[CH:15][CH:16]=1)([CH3:6])([CH3:4])[CH3:5], predict the reactants needed to synthesize it. The reactants are: [OH-].[Na+].[C:3]([O:7][C:8](=[O:26])[N:9]([CH:23]1[CH2:25][CH2:24]1)[CH2:10][C:11]1[CH:16]=[CH:15][C:14]([C:17]#[C:18][Si](C)(C)C)=[CH:13][CH:12]=1)([CH3:6])([CH3:5])[CH3:4]. (3) Given the product [OH:47][CH2:46][CH2:45][C:44]1[CH:48]=[CH:49][C:41]([NH:40][C:32]([NH:25][C:24]2[CH:26]=[CH:27][C:21]([C:9]3[N:8]=[C:7]([N:1]4[CH2:2][CH2:3][O:4][CH2:5][CH2:6]4)[N:12]=[C:11]([N:13]4[CH:14]5[CH2:20][CH2:19][CH:18]4[CH2:17][O:16][CH2:15]5)[N:10]=3)=[CH:22][CH:23]=2)=[O:38])=[CH:42][CH:43]=1, predict the reactants needed to synthesize it. The reactants are: [N:1]1([C:7]2[N:12]=[C:11]([N:13]3[CH:18]4[CH2:19][CH2:20][CH:14]3[CH2:15][O:16][CH2:17]4)[N:10]=[C:9]([C:21]3[CH:27]=[CH:26][C:24]([NH2:25])=[CH:23][CH:22]=3)[N:8]=2)[CH2:6][CH2:5][O:4][CH2:3][CH2:2]1.ClC(Cl)(O[C:32](=[O:38])OC(Cl)(Cl)Cl)Cl.[NH2:40][C:41]1[CH:49]=[CH:48][C:44]([CH2:45][CH2:46][OH:47])=[CH:43][CH:42]=1. (4) Given the product [CH:1]1([C:5]2[C:14]([I:15])=[CH:13][C:8]([C:9]([OH:11])=[O:10])=[C:7]([CH3:16])[CH:6]=2)[CH2:2][CH2:3][CH2:4]1, predict the reactants needed to synthesize it. The reactants are: [CH:1]1([C:5]2[C:14]([I:15])=[CH:13][C:8]([C:9]([O:11]C)=[O:10])=[C:7]([CH3:16])[CH:6]=2)[CH2:4][CH2:3][CH2:2]1.[OH-].[Na+]. (5) Given the product [S:26]([OH:29])(=[O:28])(=[O:27])[CH3:25].[CH3:24][N:2]([CH3:1])[CH2:3][CH2:4][NH:5][C:6](=[O:23])[C:7]([OH:22])([CH3:21])[CH2:8][CH2:9][C:10]1[C:15](=[O:16])[C:14]([CH3:17])=[C:13]([CH3:18])[C:12](=[O:19])[C:11]=1[CH3:20], predict the reactants needed to synthesize it. The reactants are: [CH3:1][N:2]([CH3:24])[CH2:3][CH2:4][NH:5][C:6](=[O:23])[C:7]([OH:22])([CH3:21])[CH2:8][CH2:9][C:10]1[C:15](=[O:16])[C:14]([CH3:17])=[C:13]([CH3:18])[C:12](=[O:19])[C:11]=1[CH3:20].[CH3:25][S:26]([OH:29])(=[O:28])=[O:27]. (6) Given the product [C:1]([O:4][CH2:5][C:6]1[C:7]([N:21]2[N:30]=[CH:29][C:28]3[C:23](=[C:24]([F:35])[CH:25]=[C:26]([C:31]([CH3:33])([CH3:34])[CH3:32])[CH:27]=3)[C:22]2=[O:36])=[N:8][CH:9]=[CH:10][C:11]=1[C:38]1[CH:39]=[C:40]([NH:46][C:47]2[CH:57]=[C:50]3[CH2:51][N:52]([CH3:56])[C:53](=[O:55])[CH2:54][N:49]3[N:48]=2)[C:41](=[O:45])[N:42]([CH3:44])[CH:43]=1)(=[O:3])[CH3:2], predict the reactants needed to synthesize it. The reactants are: [C:1]([O:4][CH2:5][C:6]1[C:7]([N:21]2[N:30]=[CH:29][C:28]3[C:23](=[C:24]([F:35])[CH:25]=[C:26]([C:31]([CH3:34])([CH3:33])[CH3:32])[CH:27]=3)[C:22]2=[O:36])=[N:8][CH:9]=[CH:10][C:11]=1B1OC(C)(C)C(C)(C)O1)(=[O:3])[CH3:2].Br[C:38]1[CH:39]=[C:40]([NH:46][C:47]2[CH:57]=[C:50]3[CH2:51][N:52]([CH3:56])[C:53](=[O:55])[CH2:54][N:49]3[N:48]=2)[C:41](=[O:45])[N:42]([CH3:44])[CH:43]=1.[O-]P([O-])([O-])=O.[K+].[K+].[K+].C([O-])(=O)C.[Na+].